From a dataset of Reaction yield outcomes from USPTO patents with 853,638 reactions. Predict the reaction yield, written as a fraction of the theoretical maximum amount of product (1.0 means a 100% yield; for example, 0.34 means a 34% yield). (1) The reactants are [C:1]1([CH:7]2[CH2:10][C:9](=O)[CH2:8]2)[CH:6]=[CH:5][CH:4]=[CH:3][CH:2]=1.[NH2:12][OH:13].O. The catalyst is C(O)C.CCOC(C)=O. The product is [C:1]1([CH:7]2[CH2:10][C:9](=[N:12][OH:13])[CH2:8]2)[CH:6]=[CH:5][CH:4]=[CH:3][CH:2]=1. The yield is 0.765. (2) The reactants are [NH2:1][C:2]1[C:10]([C:11]([OH:13])=[O:12])=[CH:9][CH:8]=[CH:7][C:3]=1[C:4]([OH:6])=[O:5].[CH3:14][C:15](OC(C)=O)=O. No catalyst specified. The product is [CH3:14][C:15]1[O:5][C:4](=[O:6])[C:3]2[CH:7]=[CH:8][CH:9]=[C:10]([C:11]([OH:13])=[O:12])[C:2]=2[N:1]=1. The yield is 0.890. (3) The reactants are [O:1]1[CH2:6][CH2:5][CH2:4][CH2:3][CH:2]1[N:7]1[C:11]2[CH:12]=[CH:13][C:14]([CH2:16][NH:17][C:18](=[O:24])[O:19][C:20]([CH3:23])([CH3:22])[CH3:21])=[CH:15][C:10]=2[N:9]=[CH:8]1.[H-].[Na+].I[CH2:28][CH3:29]. The catalyst is CN(C=O)C. The product is [CH2:28]([N:17]([CH2:16][C:14]1[CH:13]=[CH:12][C:11]2[N:7]([CH:2]3[CH2:3][CH2:4][CH2:5][CH2:6][O:1]3)[CH:8]=[N:9][C:10]=2[CH:15]=1)[C:18](=[O:24])[O:19][C:20]([CH3:21])([CH3:23])[CH3:22])[CH3:29]. The yield is 0.550. (4) The reactants are C[O:2][C:3]([C:5]1[CH:13]=[C:12]2[C:8]([C:9]([CH:32]3[CH2:37][CH2:36][CH2:35][CH2:34][CH2:33]3)=[C:10]([C:23]3[CH:28]=[CH:27][C:26]([NH2:29])=[C:25]([CH:30]=O)[CH:24]=3)[N:11]2[CH2:14][C:15]([N:17]2[CH2:22][CH2:21][O:20][CH2:19][CH2:18]2)=[O:16])=[CH:7][CH:6]=1)=[O:4].[Cl:38][C:39]1[CH:44]=[CH:43][CH:42]=[CH:41][C:40]=1[C:45](=O)[CH3:46]. No catalyst specified. The product is [Cl:38][C:39]1[CH:44]=[CH:43][CH:42]=[CH:41][C:40]=1[C:45]1[CH:46]=[CH:30][C:25]2[C:26](=[CH:27][CH:28]=[C:23]([C:10]3[N:11]([CH2:14][C:15]([N:17]4[CH2:18][CH2:19][O:20][CH2:21][CH2:22]4)=[O:16])[C:12]4[C:8]([C:9]=3[CH:32]3[CH2:37][CH2:36][CH2:35][CH2:34][CH2:33]3)=[CH:7][CH:6]=[C:5]([C:3]([OH:4])=[O:2])[CH:13]=4)[CH:24]=2)[N:29]=1. The yield is 0.0400. (5) The reactants are [NH2:1][C@H:2]([CH:6]([CH3:8])[CH3:7])[C:3]([OH:5])=[O:4].[OH-].[Na+].[CH3:11][C:12]([O:15][C:16](O[C:16]([O:15][C:12]([CH3:14])([CH3:13])[CH3:11])=[O:17])=[O:17])([CH3:14])[CH3:13]. The catalyst is C1COCC1.O. The product is [C:12]([O:15][C:16]([NH:1][C@H:2]([CH:6]([CH3:8])[CH3:7])[C:3]([OH:5])=[O:4])=[O:17])([CH3:14])([CH3:13])[CH3:11]. The yield is 0.920. (6) The reactants are [F:1][C:2]([F:36])([F:35])[C:3]1[CH:4]=[C:5]([C:13]([CH3:34])([CH3:33])[C:14]([N:16]([C:18]2[CH:19]=[N:20][C:21](Cl)=[CH:22][C:23]=2[C:24]2[CH:29]=[CH:28][C:27]([F:30])=[CH:26][C:25]=2[CH3:31])[CH3:17])=[O:15])[CH:6]=[C:7]([C:9]([F:12])([F:11])[F:10])[CH:8]=1.Cl.[CH:38]12[O:45][CH:42]([CH2:43][CH2:44]1)[CH2:41][NH:40][CH2:39]2.C(=O)([O-])[O-].[K+].[K+]. The catalyst is CS(C)=O.O. The product is [F:1][C:2]([F:36])([F:35])[C:3]1[CH:4]=[C:5]([C:13]([CH3:34])([CH3:33])[C:14]([N:16]([C:18]2[CH:19]=[N:20][C:21]([N:40]3[CH2:39][C@@H:38]4[O:45][C@@H:42]([CH2:43][CH2:44]4)[CH2:41]3)=[CH:22][C:23]=2[C:24]2[CH:29]=[CH:28][C:27]([F:30])=[CH:26][C:25]=2[CH3:31])[CH3:17])=[O:15])[CH:6]=[C:7]([C:9]([F:12])([F:11])[F:10])[CH:8]=1. The yield is 0.180. (7) The reactants are [Cl:1][C:2]1[CH:7]=[CH:6][C:5]([CH:8]([OH:21])[C:9]#[C:10][C:11]2[C:12]3[C:19]([CH3:20])=[CH:18][S:17][C:13]=3[N:14]=[CH:15][N:16]=2)=[CH:4][CH:3]=1.[SiH](CC)(CC)CC.C(O)(C(F)(F)F)=O. The product is [Cl:1][C:2]1[CH:7]=[CH:6][C:5]([C:8](=[O:21])[CH2:9][CH2:10][C:11]2[C:12]3[C:19]([CH3:20])=[CH:18][S:17][C:13]=3[N:14]=[CH:15][N:16]=2)=[CH:4][CH:3]=1. The yield is 0.560. The catalyst is C(Cl)Cl. (8) The reactants are C[O:2][C:3]([C:5]1[CH:10]=[CH:9][C:8]([CH:11]2[CH2:15][CH2:14][CH2:13][O:12]2)=[C:7]([C:16]2[CH:21]=[CH:20][CH:19]=[C:18]([Cl:22])[CH:17]=2)[N:6]=1)=[O:4].O.[OH-].[Li+]. The catalyst is CO.C(OCC)(=O)C. The product is [Cl:22][C:18]1[CH:17]=[C:16]([C:7]2[N:6]=[C:5]([C:3]([OH:4])=[O:2])[CH:10]=[CH:9][C:8]=2[CH:11]2[CH2:15][CH2:14][CH2:13][O:12]2)[CH:21]=[CH:20][CH:19]=1. The yield is 0.980. (9) The reactants are C(N(CC)CC)C.Br[C:9]1[CH:10]=[N:11][C:12]([O:18][CH2:19][CH3:20])=[C:13]([CH:17]=1)[C:14]([OH:16])=[O:15].[CH:21]([O:23]CCCC)=[CH2:22].C1(C)C=CC=CC=1P(C1C=CC=CC=1C)C1C=CC=CC=1C.Cl. The catalyst is C(#N)C.O.C([O-])(=O)C.[Pd+2].C([O-])(=O)C. The product is [C:21]([C:9]1[CH:10]=[N:11][C:12]([O:18][CH2:19][CH3:20])=[C:13]([CH:17]=1)[C:14]([OH:16])=[O:15])(=[O:23])[CH3:22]. The yield is 0.630.